This data is from Reaction yield outcomes from USPTO patents with 853,638 reactions. The task is: Predict the reaction yield, written as a fraction of the theoretical maximum amount of product (1.0 means a 100% yield; for example, 0.34 means a 34% yield). (1) The reactants are C(OC([N:8]([C:16]1[C:21]([C:22]2[O:26][N:25]=[C:24]([C:27]3[CH:32]=[CH:31][C:30]([CH2:33][N:34](C(OC(C)(C)C)=O)[CH:35]4[CH2:40][CH2:39][O:38][CH2:37][CH2:36]4)=[CH:29][CH:28]=3)[CH:23]=2)=[N:20][C:19]([C:48]2[CH:53]=[CH:52][C:51]([S:54]([CH:57]([CH3:59])[CH3:58])(=[O:56])=[O:55])=[CH:50][CH:49]=2)=[CH:18][N:17]=1)C(=O)OC(C)(C)C)=O)(C)(C)C.C(O)(C(F)(F)F)=O.[OH-].[Na+]. The catalyst is C(Cl)Cl.CCO. The product is [CH:57]([S:54]([C:51]1[CH:52]=[CH:53][C:48]([C:19]2[N:20]=[C:21]([C:22]3[O:26][N:25]=[C:24]([C:27]4[CH:32]=[CH:31][C:30]([CH2:33][NH:34][CH:35]5[CH2:36][CH2:37][O:38][CH2:39][CH2:40]5)=[CH:29][CH:28]=4)[CH:23]=3)[C:16]([NH2:8])=[N:17][CH:18]=2)=[CH:49][CH:50]=1)(=[O:56])=[O:55])([CH3:59])[CH3:58]. The yield is 0.980. (2) The reactants are [N+:1]([C:4]1[CH:15]=[CH:14][C:7]([CH2:8][C@@H:9]([C:11]([OH:13])=[O:12])[NH2:10])=[CH:6][CH:5]=1)([O-:3])=[O:2].S(Cl)([Cl:18])=O.[CH2:20](O)[CH3:21]. No catalyst specified. The product is [ClH:18].[CH2:20]([O:12][C:11](=[O:13])[C@H:9]([CH2:8][C:7]1[CH:6]=[CH:5][C:4]([N+:1]([O-:3])=[O:2])=[CH:15][CH:14]=1)[NH2:10])[CH3:21]. The yield is 1.00. (3) The reactants are [CH3:1][CH:2]([OH:6])[CH2:3][CH2:4][CH3:5].[H-].[Na+].Cl[S:10]([N:13]=C=O)(=[O:12])=[O:11].C(O)=O. The yield is 0.800. The product is [S:10](=[O:12])(=[O:11])([O:6][CH:2]([CH2:3][CH2:4][CH3:5])[CH3:1])[NH2:13]. The catalyst is CCOC(C)=O.CC#N.CN(C=O)C. (4) The reactants are Br[C:2]1[CH:13]=[CH:12][C:5]([C:6]([NH:8][CH:9]2[CH2:11][CH2:10]2)=[O:7])=[C:4]([CH3:14])[CH:3]=1.[B:15]1([B:15]2[O:19][C:18]([CH3:21])([CH3:20])[C:17]([CH3:23])([CH3:22])[O:16]2)[O:19][C:18]([CH3:21])([CH3:20])[C:17]([CH3:23])([CH3:22])[O:16]1.CC([O-])=O.[K+]. The catalyst is CN(C=O)C.CCOC(C)=O.O. The product is [CH:9]1([NH:8][C:6](=[O:7])[C:5]2[CH:12]=[CH:13][C:2]([B:15]3[O:19][C:18]([CH3:21])([CH3:20])[C:17]([CH3:23])([CH3:22])[O:16]3)=[CH:3][C:4]=2[CH3:14])[CH2:11][CH2:10]1. The yield is 0.940. (5) The reactants are [CH3:1][O:2][C:3](=[O:27])[C@@H:4]([NH:8][S:9]([C:11]1[CH:16]=[CH:15][C:14]([C:17]#[C:18][C:19]2[CH:24]=[CH:23][C:22]([CH:25]=O)=[CH:21][CH:20]=2)=[CH:13][CH:12]=1)=[O:10])[C@H:5]([OH:7])[CH3:6].[NH:28]1[CH2:33][CH2:32][O:31][CH2:30][CH2:29]1.[BH-](OC(C)=O)(OC(C)=O)OC(C)=O.[Na+]. The catalyst is C(Cl)(Cl)Cl. The product is [CH3:1][O:2][C:3](=[O:27])[C@@H:4]([NH:8][S:9]([C:11]1[CH:16]=[CH:15][C:14]([C:17]#[C:18][C:19]2[CH:24]=[CH:23][C:22]([CH2:25][N:28]3[CH2:33][CH2:32][O:31][CH2:30][CH2:29]3)=[CH:21][CH:20]=2)=[CH:13][CH:12]=1)=[O:10])[C@H:5]([OH:7])[CH3:6]. The yield is 0.330. (6) The reactants are [Al+3].[Cl-].[Cl-].[Cl-].[Cl:5][CH2:6][CH2:7][CH2:8][C:9](Cl)=[O:10].[CH3:12][C:13]([C:18]1[CH:23]=[CH:22][CH:21]=[CH:20][CH:19]=1)([CH3:17])[C:14]([OH:16])=[O:15].[N:24]1([C:29]([NH2:31])=[O:30])[CH2:28][CH2:27][CH2:26][CH2:25]1. The catalyst is C(Cl)(Cl)(Cl)Cl. The product is [N:24]1([C:29]([NH2:31])=[O:30])[CH2:28][CH2:27][CH2:26][CH2:25]1.[Cl:5][CH2:6][CH2:7][CH2:8][C:9]([C:21]1[CH:22]=[CH:23][C:18]([C:13]([CH3:17])([CH3:12])[C:14]([OH:16])=[O:15])=[CH:19][CH:20]=1)=[O:10]. The yield is 0.780. (7) The reactants are [CH:1]([C:3]1[CH:11]=[C:7]([C:8]([OH:10])=[O:9])[C:6]([OH:12])=[CH:5][CH:4]=1)=[O:2].[CH2:13](Br)[C:14]1[CH:19]=[CH:18][CH:17]=[CH:16][CH:15]=1.C(=O)([O-])[O-].[K+].[K+]. The product is [CH2:13]([O:9][C:8](=[O:10])[C:7]1[CH:11]=[C:3]([CH:1]=[O:2])[CH:4]=[CH:5][C:6]=1[O:12][CH2:1][C:3]1[CH:11]=[CH:7][CH:6]=[CH:5][CH:4]=1)[C:14]1[CH:19]=[CH:18][CH:17]=[CH:16][CH:15]=1. The yield is 0.575. The catalyst is C(C(C)=O)C.